From a dataset of Forward reaction prediction with 1.9M reactions from USPTO patents (1976-2016). Predict the product of the given reaction. (1) Given the reactants [Cl:1][C:2]1[S:6][C:5]([C:7]([NH:9][CH2:10][C@@H:11]2[O:15][C:14](=[O:16])[N:13]([C:17]3[CH:22]=[C:21]([CH3:23])[C:20]([N:24]4[CH:29]=[CH:28][CH:27]=[C:26]([OH:30])[C:25]4=[O:31])=[C:19]([CH3:32])[CH:18]=3)[CH2:12]2)=[O:8])=[CH:4][CH:3]=1.Br[CH2:34][CH2:35][Cl:36].C(=O)([O-])[O-].[Cs+].[Cs+].O, predict the reaction product. The product is: [Cl:1][C:2]1[S:6][C:5]([C:7]([NH:9][CH2:10][C@@H:11]2[O:15][C:14](=[O:16])[N:13]([C:17]3[CH:22]=[C:21]([CH3:23])[C:20]([N:24]4[CH:29]=[CH:28][CH:27]=[C:26]([O:30][CH2:34][CH2:35][Cl:36])[C:25]4=[O:31])=[C:19]([CH3:32])[CH:18]=3)[CH2:12]2)=[O:8])=[CH:4][CH:3]=1. (2) Given the reactants [CH3:1][O:2][CH2:3][CH2:4][O:5][CH2:6][C:7]1[N:12]=[CH:11][C:10]([O:13][C:14]2[CH:20]=[CH:19][C:17]([NH2:18])=[C:16]([O:21][CH:22]3[CH2:27][CH2:26][O:25][CH2:24][CH2:23]3)[CH:15]=2)=[CH:9][CH:8]=1.[N:28]([O-])=O.[Na+].[CH3:32][CH:33](C(C)=O)[C:34]([O:36][CH2:37][CH3:38])=[O:35].[OH-].[K+], predict the reaction product. The product is: [CH3:1][O:2][CH2:3][CH2:4][O:5][CH2:6][C:7]1[N:12]=[CH:11][C:10]([O:13][C:14]2[CH:20]=[CH:19][C:17]([NH:18]/[N:28]=[C:33](\[CH3:32])/[C:34]([O:36][CH2:37][CH3:38])=[O:35])=[C:16]([O:21][CH:22]3[CH2:23][CH2:24][O:25][CH2:26][CH2:27]3)[CH:15]=2)=[CH:9][CH:8]=1. (3) Given the reactants F[C:2]1[N:7]=[C:6]([CH2:8][O:9][C:10]2[CH:19]=[C:18]([C:20]3[CH:21]=[N:22][CH:23]=[N:24][CH:25]=3)[C:17]3[CH2:16][CH2:15][CH2:14][CH2:13][C:12]=3[N:11]=2)[CH:5]=[CH:4][CH:3]=1.[NH3:26].CO, predict the reaction product. The product is: [N:22]1[CH:21]=[C:20]([C:18]2[C:17]3[CH2:16][CH2:15][CH2:14][CH2:13][C:12]=3[N:11]=[C:10]([O:9][CH2:8][C:6]3[N:7]=[C:2]([NH2:26])[CH:3]=[CH:4][CH:5]=3)[CH:19]=2)[CH:25]=[N:24][CH:23]=1.